From a dataset of Reaction yield outcomes from USPTO patents with 853,638 reactions. Predict the reaction yield, written as a fraction of the theoretical maximum amount of product (1.0 means a 100% yield; for example, 0.34 means a 34% yield). (1) The reactants are Cl.[CH3:2][O:3][C:4](=[O:11])[C@@H:5]1[CH2:9][C@@H:8]([OH:10])[CH2:7][NH:6]1.[C:12]1([S:18](Cl)(=[O:20])=[O:19])[CH:17]=[CH:16][CH:15]=[CH:14][CH:13]=1. The catalyst is N1C=CC=CC=1.C(OCC)(=O)C. The product is [C:12]1([S:18]([N:6]2[CH2:7][C@H:8]([OH:10])[CH2:9][C@H:5]2[C:4]([O:3][CH3:2])=[O:11])(=[O:20])=[O:19])[CH:17]=[CH:16][CH:15]=[CH:14][CH:13]=1. The yield is 0.730. (2) The reactants are [NH2:1][C:2]1[N:7]=[CH:6][C:5]([N:8]([CH3:28])[C:9](=[O:27])[C:10]([C:13]2[CH:18]=[C:17]([C:19]([F:22])([F:21])[F:20])[CH:16]=[C:15]([C:23]([F:26])([F:25])[F:24])[CH:14]=2)([CH3:12])[CH3:11])=[C:4]([C:29]2[CH:34]=[CH:33][CH:32]=[CH:31][C:30]=2[CH3:35])[CH:3]=1.N1C=CC=CC=1.[CH:42]1([C:45](Cl)=[O:46])[CH2:44][CH2:43]1. The catalyst is ClCCl. The product is [F:22][C:19]([F:20])([F:21])[C:17]1[CH:18]=[C:13]([C:10]([CH3:12])([CH3:11])[C:9]([N:8]([CH3:28])[C:5]2[C:4]([C:29]3[CH:34]=[CH:33][CH:32]=[CH:31][C:30]=3[CH3:35])=[CH:3][C:2]([NH:1][C:45]([CH:42]3[CH2:44][CH2:43]3)=[O:46])=[N:7][CH:6]=2)=[O:27])[CH:14]=[C:15]([C:23]([F:26])([F:24])[F:25])[CH:16]=1. The yield is 0.540. (3) No catalyst specified. The reactants are [OH:1][C:2]1[CH:3]=[C:4]([CH:8]=[CH:9][N:10]=1)[C:5]([OH:7])=[O:6].S(Cl)(Cl)=O.[CH3:15]O. The product is [OH:1][C:2]1[CH:3]=[C:4]([CH:8]=[CH:9][N:10]=1)[C:5]([O:7][CH3:15])=[O:6]. The yield is 0.780. (4) The reactants are [CH3:1][CH:2]([CH2:4][CH2:5][CH2:6][C@H:7]([C@@H:9]1[C@:26]2([CH3:27])[C@H:12]([C@H:13]3[C@H:23]([CH2:24][CH2:25]2)[C@:21]2([CH3:22])[C:16]([CH2:17][C@@H:18]([N:28](S(C4C=CC=CC=4[N+]([O-])=O)(=O)=O)[CH2:29][CH2:30][CH2:31][NH:32][C:33](=[O:52])[CH2:34][CH2:35][CH2:36][CH2:37][CH2:38][NH:39][C:40]4[CH:45]=[CH:44][C:43]([N+:46]([O-:48])=[O:47])=[CH:42][C:41]=4[N+:49]([O-:51])=[O:50])[CH2:19][CH2:20]2)=[CH:15][CH2:14]3)[CH2:11][CH2:10]1)[CH3:8])[CH3:3].C([O-])([O-])=O.[K+].[K+].C1(S)C=CC=CC=1. The yield is 0.590. The catalyst is CN(C)C=O. The product is [CH3:3][CH:2]([CH2:4][CH2:5][CH2:6][C@H:7]([C@@H:9]1[C@:26]2([CH3:27])[C@H:12]([C@H:13]3[C@H:23]([CH2:24][CH2:25]2)[C@:21]2([CH3:22])[C:16]([CH2:17][C@@H:18]([NH:28][CH2:29][CH2:30][CH2:31][NH:32][C:33](=[O:52])[CH2:34][CH2:35][CH2:36][CH2:37][CH2:38][NH:39][C:40]4[CH:45]=[CH:44][C:43]([N+:46]([O-:48])=[O:47])=[CH:42][C:41]=4[N+:49]([O-:51])=[O:50])[CH2:19][CH2:20]2)=[CH:15][CH2:14]3)[CH2:11][CH2:10]1)[CH3:8])[CH3:1]. (5) The reactants are Br[C:2]1[CH:3]=[C:4]([C:8]2([CH3:18])[CH2:13][N:12]3[CH:14]=[CH:15][N:16]=[C:11]3[C:10]([NH2:17])=[N:9]2)[CH:5]=[CH:6][CH:7]=1.[Cl:19][C:20]1[CH:21]=[C:22](B(O)O)[CH:23]=[C:24]([Cl:26])[CH:25]=1.C(=O)([O-])[O-].[K+].[K+]. The catalyst is O1CCOCC1.C(O)C.O.C1C=CC([P]([Pd]([P](C2C=CC=CC=2)(C2C=CC=CC=2)C2C=CC=CC=2)([P](C2C=CC=CC=2)(C2C=CC=CC=2)C2C=CC=CC=2)[P](C2C=CC=CC=2)(C2C=CC=CC=2)C2C=CC=CC=2)(C2C=CC=CC=2)C2C=CC=CC=2)=CC=1. The product is [Cl:19][C:20]1[CH:21]=[C:22]([C:2]2[CH:7]=[CH:6][CH:5]=[C:4]([C:8]3([CH3:18])[CH2:13][N:12]4[CH:14]=[CH:15][N:16]=[C:11]4[C:10]([NH2:17])=[N:9]3)[CH:3]=2)[CH:23]=[C:24]([Cl:26])[CH:25]=1. The yield is 0.610. (6) The reactants are CC(C)([O-])C.[K+].[Cl:7][C:8]1[C:13]([F:14])=[CH:12][CH:11]=[C:10]([Cl:15])[C:9]=1[C:16](=[O:18])[CH3:17].[H][H]. The catalyst is CC(O)C. The product is [Cl:7][C:8]1[C:13]([F:14])=[CH:12][CH:11]=[C:10]([Cl:15])[C:9]=1[C@@H:16]([OH:18])[CH3:17]. The yield is 1.00. (7) The reactants are [N:1]1([C:7]2[C:16]3[C:11](=[CH:12][CH:13]=[CH:14][CH:15]=3)[N:10]=[CH:9][N:8]=2)[CH2:6][CH2:5][NH:4][CH2:3][CH2:2]1.[CH3:17][CH2:18][N:19](CC)CC.ClCC#N. The catalyst is C1COCC1. The product is [N:10]1[C:11]2[C:16](=[CH:15][CH:14]=[CH:13][CH:12]=2)[C:7]([N:1]2[CH2:6][CH2:5][N:4]([CH2:17][C:18]#[N:19])[CH2:3][CH2:2]2)=[N:8][CH:9]=1. The yield is 0.730.